Dataset: Full USPTO retrosynthesis dataset with 1.9M reactions from patents (1976-2016). Task: Predict the reactants needed to synthesize the given product. Given the product [CH3:9][C@@H:8]1[CH2:7][CH2:6][CH2:5][N:4]([C:10]([C:12]2[CH:17]=[C:16]([CH3:18])[CH:15]=[CH:14][C:13]=2[C:19]2[N:20]=[N:21][CH:22]=[CH:23][CH:24]=2)=[O:11])[C@@H:3]1[CH2:2][NH:1][C:26]1[N:31]=[CH:30][C:29]([C:32]([F:35])([F:34])[F:33])=[CH:28][N:27]=1, predict the reactants needed to synthesize it. The reactants are: [NH2:1][CH2:2][C@@H:3]1[C@H:8]([CH3:9])[CH2:7][CH2:6][CH2:5][N:4]1[C:10]([C:12]1[CH:17]=[C:16]([CH3:18])[CH:15]=[CH:14][C:13]=1[C:19]1[N:20]=[N:21][CH:22]=[CH:23][CH:24]=1)=[O:11].Cl[C:26]1[N:31]=[CH:30][C:29]([C:32]([F:35])([F:34])[F:33])=[CH:28][N:27]=1.